The task is: Regression. Given a peptide amino acid sequence and an MHC pseudo amino acid sequence, predict their binding affinity value. This is MHC class II binding data.. This data is from Peptide-MHC class II binding affinity with 134,281 pairs from IEDB. (1) The peptide sequence is SKISGEWYSIFLASD. The MHC is DRB1_0405 with pseudo-sequence DRB1_0405. The binding affinity (normalized) is 0.386. (2) The peptide sequence is DRWLDLRYVGPASAD. The binding affinity (normalized) is 0.588. The MHC is DRB1_1602 with pseudo-sequence DRB1_1602.